This data is from Forward reaction prediction with 1.9M reactions from USPTO patents (1976-2016). The task is: Predict the product of the given reaction. (1) Given the reactants I[C:2]1[CH:3]=[CH:4][C:5]2[N:6]([C:8]([S:11][C:12]3[CH:21]=[CH:20][C:15]4[N:16]=[C:17]([NH2:19])[S:18][C:14]=4[CH:13]=3)=[N:9][N:10]=2)[CH:7]=1.[OH-].[Na+].[CH3:24][N:25]1[CH:29]=[C:28](B(O)O)[CH:27]=[N:26]1.O1CCOCC1, predict the reaction product. The product is: [CH3:24][N:25]1[CH:29]=[C:28]([C:2]2[CH:3]=[CH:4][C:5]3[N:6]([C:8]([S:11][C:12]4[CH:21]=[CH:20][C:15]5[N:16]=[C:17]([NH2:19])[S:18][C:14]=5[CH:13]=4)=[N:9][N:10]=3)[CH:7]=2)[CH:27]=[N:26]1. (2) Given the reactants Br[C:2]1[S:3][C:4]2[CH:10]=[C:9]([CH:11]([N:19]3[CH:23]=[CH:22][N:21]=[CH:20]3)[CH:12]([N:15]([CH2:17][CH3:18])[CH3:16])[CH2:13][CH3:14])[CH:8]=[CH:7][C:5]=2[N:6]=1.[ClH:24], predict the reaction product. The product is: [Cl:24][C:2]1[S:3][C:4]2[CH:10]=[C:9]([CH:11]([N:19]3[CH:23]=[CH:22][N:21]=[CH:20]3)[CH:12]([N:15]([CH2:17][CH3:18])[CH3:16])[CH2:13][CH3:14])[CH:8]=[CH:7][C:5]=2[N:6]=1. (3) Given the reactants [CH3:1][C:2]1[CH:7]=[CH:6][C:5]([N+:8]([O-:10])=[O:9])=[CH:4][C:3]=1[CH2:11][C:12]([OH:14])=O.B.O1CCCC1.C(N(CC)CC)C.[CH3:28][S:29](Cl)(=[O:31])=[O:30], predict the reaction product. The product is: [CH3:28][S:29]([O:14][CH2:12][CH2:11][C:3]1[CH:4]=[C:5]([N+:8]([O-:10])=[O:9])[CH:6]=[CH:7][C:2]=1[CH3:1])(=[O:31])=[O:30].